Dataset: Full USPTO retrosynthesis dataset with 1.9M reactions from patents (1976-2016). Task: Predict the reactants needed to synthesize the given product. (1) The reactants are: [NH2:1][C:2]1[CH:7]=[C:6]([N+:8]([O-:10])=[O:9])[CH:5]=[CH:4][C:3]=1[OH:11].C1N=CN([C:17](N2C=NC=C2)=[O:18])C=1. Given the product [N+:8]([C:6]1[CH:5]=[CH:4][C:3]2[O:11][C:17](=[O:18])[NH:1][C:2]=2[CH:7]=1)([O-:10])=[O:9], predict the reactants needed to synthesize it. (2) Given the product [CH3:23][C:18]1([CH3:24])[C:19]([CH3:22])([CH3:21])[O:20][B:16]([C:2]2[CH:3]=[C:4]([NH:8][C:9](=[O:15])[O:10][C:11]([CH3:14])([CH3:13])[CH3:12])[CH:5]=[N:6][CH:7]=2)[O:17]1, predict the reactants needed to synthesize it. The reactants are: Br[C:2]1[CH:3]=[C:4]([NH:8][C:9](=[O:15])[O:10][C:11]([CH3:14])([CH3:13])[CH3:12])[CH:5]=[N:6][CH:7]=1.[B:16]1([B:16]2[O:20][C:19]([CH3:22])([CH3:21])[C:18]([CH3:24])([CH3:23])[O:17]2)[O:20][C:19]([CH3:22])([CH3:21])[C:18]([CH3:24])([CH3:23])[O:17]1.CC([O-])=O.[K+].O1CCOCC1. (3) Given the product [F:16][C:15]([F:18])([F:17])[C:66]([OH:67])=[O:34].[Cl:1][C:2]1[CH:3]=[C:4]([NH:19][C:20]2[C:30]3[CH:29]=[C:28]([C:31]([N:57]([CH3:56])[CH2:58][CH2:59][S:60]([CH3:63])(=[O:62])=[O:61])=[O:33])[CH2:27][CH2:26][NH:25][C:24]=3[N:23]=[CH:22][N:21]=2)[CH:5]=[CH:6][C:7]=1[O:8][C:9]1[CH:14]=[CH:13][CH:12]=[C:11]([C:15]([F:18])([F:16])[F:17])[CH:10]=1, predict the reactants needed to synthesize it. The reactants are: [Cl:1][C:2]1[CH:3]=[C:4]([NH:19][C:20]2[C:30]3[CH:29]=[C:28]([C:31]([OH:33])=O)[CH2:27][CH2:26][NH:25][C:24]=3[N:23]=[CH:22][N:21]=2)[CH:5]=[CH:6][C:7]=1[O:8][C:9]1[CH:14]=[CH:13][CH:12]=[C:11]([C:15]([F:18])([F:17])[F:16])[CH:10]=1.[OH:34]N1C2C=CC=CC=2N=N1.Cl.C(N=C=NCCCN(C)C)C.[CH3:56][NH:57][CH2:58][CH2:59][S:60]([CH3:63])(=[O:62])=[O:61].CN(C)[CH:66]=[O:67]. (4) Given the product [NH2:1][C:2]1[S:3][C@:4]2([CH2:19][OH:20])[C@H:6]([C@:7]([C:11]3[CH:16]=[C:15]([Br:17])[CH:14]=[CH:13][C:12]=3[F:18])([CH2:9][F:10])[N:8]=1)[CH2:5]2, predict the reactants needed to synthesize it. The reactants are: [NH2:1][C:2]1[S:3][C:4]2([C:19](OC)=[O:20])[CH:6]([C@:7]([C:11]3[CH:16]=[C:15]([Br:17])[CH:14]=[CH:13][C:12]=3[F:18])([CH2:9][F:10])[N:8]=1)[CH2:5]2.[BH4-].[Li+].CO. (5) Given the product [Br:16][C:12]1[C:11]([CH3:17])=[C:10]2[C:15](=[CH:14][CH:13]=1)[NH:1][C:4]([C:5]([O:7][CH3:8])=[O:6])=[CH:9]2, predict the reactants needed to synthesize it. The reactants are: [N:1](/[C:4](=[CH:9]/[C:10]1[CH:15]=[CH:14][CH:13]=[C:12]([Br:16])[C:11]=1[CH3:17])/[C:5]([O:7][CH3:8])=[O:6])=[N+]=[N-]. (6) Given the product [F:11][C:9]1[CH:10]=[C:5](/[C:3](/[CH3:4])=[CH:2]/[N:36]2[C:37]3[CH:38]=[CH:39][C:40]([CH3:43])=[CH:41][C:42]=3[C:34]3[CH2:33][N:32]([CH3:31])[CH2:45][CH2:44][C:35]2=3)[CH:6]=[C:7]([F:14])[C:8]=1[O:12][CH3:13], predict the reactants needed to synthesize it. The reactants are: Br[CH:2]=[C:3]([C:5]1[CH:6]=[C:7]([F:14])[C:8]([O:12][CH3:13])=[C:9]([F:11])[CH:10]=1)[CH3:4].P([O-])([O-])([O-])=O.[K+].[K+].[K+].N1CCC[C@H]1C(O)=O.[CH3:31][N:32]1[CH2:45][CH2:44][C:35]2[NH:36][C:37]3[CH:38]=[CH:39][C:40]([CH3:43])=[CH:41][C:42]=3[C:34]=2[CH2:33]1. (7) Given the product [CH3:19][O:18][C:15](=[O:17])[CH2:16][O:9][C:5]1[C:4]([F:10])=[CH:3][C:2]([Br:1])=[C:7]([F:8])[C:6]=1[N+:11]([O-:14])=[O:12], predict the reactants needed to synthesize it. The reactants are: [Br:1][C:2]1[C:7]([F:8])=[CH:6][C:5]([OH:9])=[C:4]([F:10])[CH:3]=1.[N+:11]([O-:14])(O)=[O:12].[C:15]([O:18][CH2:19]C)(=[O:17])[CH3:16].